Predict the reactants needed to synthesize the given product. From a dataset of Full USPTO retrosynthesis dataset with 1.9M reactions from patents (1976-2016). (1) Given the product [C:1]([O:5][C:6](=[O:18])[CH2:7][N:8]1[C:16]2[C:11](=[CH:12][CH:13]=[C:14]([O:17][C@H:25]([C:24]3[S:23][C:22]([C:28]4[CH:29]=[CH:30][C:31]([C:34]([F:36])([F:37])[F:35])=[CH:32][CH:33]=4)=[N:21][C:20]=3[CH3:19])[CH3:26])[CH:15]=2)[CH:10]=[CH:9]1)([CH3:4])([CH3:2])[CH3:3], predict the reactants needed to synthesize it. The reactants are: [C:1]([O:5][C:6](=[O:18])[CH2:7][N:8]1[C:16]2[C:11](=[CH:12][CH:13]=[C:14]([OH:17])[CH:15]=2)[CH:10]=[CH:9]1)([CH3:4])([CH3:3])[CH3:2].[CH3:19][C:20]1[N:21]=[C:22]([C:28]2[CH:33]=[CH:32][C:31]([C:34]([F:37])([F:36])[F:35])=[CH:30][CH:29]=2)[S:23][C:24]=1[C@H:25](O)[CH3:26].C(P(CCCC)CCCC)CCC.CN(C)C(N=NC(N(C)C)=O)=O. (2) Given the product [CH3:22][N:21]([CH3:23])[CH:18]1[CH2:19][CH2:20][CH:15]([NH:14][C:12]2[C:11]3[C:10]4[CH2:9][CH2:8][CH2:7][C:6]=4[S:5][C:4]=3[N:3]=[C:2]([NH:25][CH3:24])[N:13]=2)[CH2:16][CH2:17]1, predict the reactants needed to synthesize it. The reactants are: Cl[C:2]1[N:13]=[C:12]([NH:14][CH:15]2[CH2:20][CH2:19][CH:18]([N:21]([CH3:23])[CH3:22])[CH2:17][CH2:16]2)[C:11]2[C:10]3[CH2:9][CH2:8][CH2:7][C:6]=3[S:5][C:4]=2[N:3]=1.[CH3:24][NH2:25].O. (3) Given the product [F:23][C:2]([F:1])([F:22])[C:3]([C:10]1[CH:15]=[CH:14][N:13]=[C:12]([C:16]2[NH:17][O:18][C:19](=[O:21])[N:20]=2)[CH:11]=1)([CH3:9])[OH:4], predict the reactants needed to synthesize it. The reactants are: [F:1][C:2]([F:23])([F:22])[C:3]([C:10]1[CH:15]=[CH:14][N:13]=[C:12]([C:16]2[NH:17][O:18][C:19](=[O:21])[N:20]=2)[CH:11]=1)([CH3:9])[O:4][Si](C)(C)C.C([N+](CCCC)(CCCC)CCCC)CCC.[F-].Cl. (4) Given the product [CH:1]1([O:4][C:5]2[CH:6]=[C:7]([C:15]3[N:24]([CH2:25][O:26][CH2:27][CH2:28][Si:29]([CH3:32])([CH3:31])[CH3:30])[C:18]4[CH:19]=[N:20][NH:21][C:22](=[O:23])[C:17]=4[C:16]=3[CH2:33][N:41]([CH3:42])[CH3:40])[CH:8]=[CH:9][C:10]=2[O:11][CH:12]([F:13])[F:14])[CH2:2][CH2:3]1, predict the reactants needed to synthesize it. The reactants are: [CH:1]1([O:4][C:5]2[CH:6]=[C:7]([C:15]3[N:24]([CH2:25][O:26][CH2:27][CH2:28][Si:29]([CH3:32])([CH3:31])[CH3:30])[C:18]4[CH:19]=[N:20][NH:21][C:22](=[O:23])[C:17]=4[C:16]=3[CH:33]=O)[CH:8]=[CH:9][C:10]=2[O:11][CH:12]([F:14])[F:13])[CH2:3][CH2:2]1.O1CCCC1.[CH3:40][NH:41][CH3:42].C(O[BH-](OC(=O)C)OC(=O)C)(=O)C.[Na+].